This data is from TCR-epitope binding with 47,182 pairs between 192 epitopes and 23,139 TCRs. The task is: Binary Classification. Given a T-cell receptor sequence (or CDR3 region) and an epitope sequence, predict whether binding occurs between them. (1) The TCR CDR3 sequence is CASSQGRFSGSGETQYF. Result: 0 (the TCR does not bind to the epitope). The epitope is NQKLIANQF. (2) The epitope is YLKLTDNVYIK. The TCR CDR3 sequence is CSAADRAYNEQFF. Result: 0 (the TCR does not bind to the epitope). (3) The epitope is PROT_97E67BCC. The TCR CDR3 sequence is CASRWGQGENQPQHF. Result: 1 (the TCR binds to the epitope).